Task: Regression. Given two drug SMILES strings and cell line genomic features, predict the synergy score measuring deviation from expected non-interaction effect.. Dataset: NCI-60 drug combinations with 297,098 pairs across 59 cell lines (1) Drug 1: CC12CCC3C(C1CCC2=O)CC(=C)C4=CC(=O)C=CC34C. Drug 2: C1CC(C1)(C(=O)O)C(=O)O.[NH2-].[NH2-].[Pt+2]. Cell line: RXF 393. Synergy scores: CSS=50.2, Synergy_ZIP=-0.499, Synergy_Bliss=-0.951, Synergy_Loewe=-7.37, Synergy_HSA=0.875. (2) Drug 1: CC1C(C(=O)NC(C(=O)N2CCCC2C(=O)N(CC(=O)N(C(C(=O)O1)C(C)C)C)C)C(C)C)NC(=O)C3=C4C(=C(C=C3)C)OC5=C(C(=O)C(=C(C5=N4)C(=O)NC6C(OC(=O)C(N(C(=O)CN(C(=O)C7CCCN7C(=O)C(NC6=O)C(C)C)C)C)C(C)C)C)N)C. Drug 2: CC(C)CN1C=NC2=C1C3=CC=CC=C3N=C2N. Cell line: RXF 393. Synergy scores: CSS=1.53, Synergy_ZIP=-2.02, Synergy_Bliss=-2.77, Synergy_Loewe=-10.6, Synergy_HSA=-5.74. (3) Drug 1: CNC(=O)C1=CC=CC=C1SC2=CC3=C(C=C2)C(=NN3)C=CC4=CC=CC=N4. Drug 2: CC1CCC2CC(C(=CC=CC=CC(CC(C(=O)C(C(C(=CC(C(=O)CC(OC(=O)C3CCCCN3C(=O)C(=O)C1(O2)O)C(C)CC4CCC(C(C4)OC)OCCO)C)C)O)OC)C)C)C)OC. Cell line: DU-145. Synergy scores: CSS=13.6, Synergy_ZIP=-0.504, Synergy_Bliss=2.24, Synergy_Loewe=-16.4, Synergy_HSA=-0.0550. (4) Drug 1: CN1C(=O)N2C=NC(=C2N=N1)C(=O)N. Drug 2: C1=NC(=NC(=O)N1C2C(C(C(O2)CO)O)O)N. Cell line: UO-31. Synergy scores: CSS=26.0, Synergy_ZIP=-9.03, Synergy_Bliss=-3.59, Synergy_Loewe=-26.8, Synergy_HSA=-4.37. (5) Drug 1: C1=NNC2=C1C(=O)NC=N2. Drug 2: CC(C)CN1C=NC2=C1C3=CC=CC=C3N=C2N. Cell line: HCT116. Synergy scores: CSS=2.93, Synergy_ZIP=-3.33, Synergy_Bliss=-3.83, Synergy_Loewe=-0.722, Synergy_HSA=-1.72. (6) Drug 1: C1=CC(=CC=C1C#N)C(C2=CC=C(C=C2)C#N)N3C=NC=N3. Drug 2: CN1C2=C(C=C(C=C2)N(CCCl)CCCl)N=C1CCCC(=O)O.Cl. Cell line: MCF7. Synergy scores: CSS=-10.4, Synergy_ZIP=7.43, Synergy_Bliss=3.18, Synergy_Loewe=-11.5, Synergy_HSA=-11.0. (7) Drug 1: C1=CC(=CC=C1CC(C(=O)O)N)N(CCCl)CCCl.Cl. Drug 2: C1=CC=C(C(=C1)C(C2=CC=C(C=C2)Cl)C(Cl)Cl)Cl. Cell line: SK-MEL-2. Synergy scores: CSS=1.98, Synergy_ZIP=1.61, Synergy_Bliss=2.91, Synergy_Loewe=-3.38, Synergy_HSA=-1.29.